Dataset: Reaction yield outcomes from USPTO patents with 853,638 reactions. Task: Predict the reaction yield, written as a fraction of the theoretical maximum amount of product (1.0 means a 100% yield; for example, 0.34 means a 34% yield). (1) The reactants are [N:1]1[CH:6]=[CH:5][CH:4]=[CH:3][C:2]=1[C:7]1[C:8]([NH2:13])=[N:9][NH:10][C:11]=1[NH2:12].[CH3:14][O:15][CH2:16][N:17]1[C:25]2[C:20](=[CH:21][C:22]([C:26](=O)[CH2:27][C:28](OCC)=[O:29])=[CH:23][CH:24]=2)[CH:19]=[N:18]1.CC1C=CC(S(O)(=O)=O)=CC=1. The catalyst is CCCCO. The product is [NH2:12][C:11]1[C:7]([C:2]2[CH:3]=[CH:4][CH:5]=[CH:6][N:1]=2)=[C:8]2[NH:13][C:26]([C:22]3[CH:21]=[C:20]4[C:25](=[CH:24][CH:23]=3)[N:17]([CH2:16][O:15][CH3:14])[N:18]=[CH:19]4)=[CH:27][C:28](=[O:29])[N:9]2[N:10]=1. The yield is 0.300. (2) The reactants are [NH2:1][C:2]1[C:7]([NH2:8])=[C:6]([C:9]2[CH:27]=[CH:26][C:12]([CH2:13][NH:14][C:15]([C:17]3[O:21][N:20]=[C:19]([C:22]([CH3:25])([CH3:24])[CH3:23])[N:18]=3)=[O:16])=[C:11]([F:28])[CH:10]=2)[CH:5]=[CH:4][N:3]=1.[N:29]1[CH:34]=[CH:33][C:32](C=O)=[CH:31][CH:30]=1.[CH3:37]N(C=O)C. No catalyst specified. The product is [C:22]([C:19]1[N:18]=[C:17]([C:15]([NH:14][CH2:13][C:12]2[CH:26]=[CH:27][C:9]([C:6]3[CH:5]=[CH:4][N:3]=[C:2]4[NH:1][C:37]([C:33]5[CH:34]=[N:29][CH:30]=[CH:31][CH:32]=5)=[N:8][C:7]=34)=[CH:10][C:11]=2[F:28])=[O:16])[O:21][N:20]=1)([CH3:23])([CH3:24])[CH3:25]. The yield is 0.0300. (3) The reactants are [Cl-].O[NH3+:3].[C:4](=[O:7])([O-])[OH:5].[Na+].CS(C)=O.[CH:13]1([C:16]2[N:17]=[C:18]([CH3:44])[N:19]([C:38]3[CH:43]=[CH:42][CH:41]=[CH:40][CH:39]=3)[C:20](=[O:37])[C:21]=2[CH2:22][C:23]2[CH:28]=[CH:27][C:26]([C:29]3[C:30]([C:35]#[N:36])=[CH:31][CH:32]=[CH:33][CH:34]=3)=[CH:25][CH:24]=2)[CH2:15][CH2:14]1. The catalyst is C(OCC)(=O)C. The product is [CH:13]1([C:16]2[N:17]=[C:18]([CH3:44])[N:19]([C:38]3[CH:39]=[CH:40][CH:41]=[CH:42][CH:43]=3)[C:20](=[O:37])[C:21]=2[CH2:22][C:23]2[CH:28]=[CH:27][C:26]([C:29]3[CH:34]=[CH:33][CH:32]=[CH:31][C:30]=3[C:35]3[NH:3][C:4](=[O:7])[O:5][N:36]=3)=[CH:25][CH:24]=2)[CH2:15][CH2:14]1. The yield is 0.570. (4) No catalyst specified. The reactants are [CH2:1]([C@@H:3]1[CH2:8][CH2:7][C@H:6]([O:9][C:10]2[CH:11]=[C:12]3[C:17](=[CH:18][CH:19]=2)[N+:16]([O-])=[CH:15][CH:14]=[CH:13]3)[CH2:5][CH2:4]1)[CH3:2].[OH-].[Na+].O=P(Cl)(Cl)[Cl:25]. The product is [Cl:25][C:15]1[CH:14]=[CH:13][C:12]2[C:17](=[CH:18][CH:19]=[C:10]([O:9][C@H:6]3[CH2:7][CH2:8][C@@H:3]([CH2:1][CH3:2])[CH2:4][CH2:5]3)[CH:11]=2)[N:16]=1. The yield is 0.630.